From a dataset of Catalyst prediction with 721,799 reactions and 888 catalyst types from USPTO. Predict which catalyst facilitates the given reaction. (1) Reactant: [O:1]1[CH2:5][CH2:4][O:3][CH:2]1[C:6]1[CH:11]=[CH:10][CH:9]=[CH:8][C:7]=1[Mg]Br.CN(C)[C:16]1[S:20][C:19]2[CH:21]=[C:22]([O:25][CH3:26])[CH:23]=[CH:24][C:18]=2[C:17]=1[C:27]([C:29]1[CH:34]=[CH:33][C:32]([O:35][CH2:36][CH2:37][N:38]2[CH2:43][CH2:42][CH2:41][CH2:40][CH2:39]2)=[CH:31][CH:30]=1)=[O:28]. Product: [O:1]1[CH2:5][CH2:4][O:3][CH:2]1[C:6]1[CH:11]=[CH:10][CH:9]=[CH:8][C:7]=1[C:16]1[S:20][C:19]2[CH:21]=[C:22]([O:25][CH3:26])[CH:23]=[CH:24][C:18]=2[C:17]=1[C:27]([C:29]1[CH:34]=[CH:33][C:32]([O:35][CH2:36][CH2:37][N:38]2[CH2:43][CH2:42][CH2:41][CH2:40][CH2:39]2)=[CH:31][CH:30]=1)=[O:28]. The catalyst class is: 1. (2) Product: [F:21][C:22]([F:33])([F:32])[C:23]([CH:3]1[CH:4]([C:8]2[CH:9]=[CH:10][CH:11]=[CH:12][CH:13]=2)[NH:5][CH2:6][CH2:7][N:2]1[CH3:1])=[O:24]. The catalyst class is: 4. Reactant: [CH3:1][N:2]1[CH2:7][CH2:6][NH:5][CH:4]([C:8]2[CH:13]=[CH:12][CH:11]=[CH:10][CH:9]=2)[CH2:3]1.C(N(CC)CC)C.[F:21][C:22]([F:33])([F:32])[C:23](O[C:23](=[O:24])[C:22]([F:33])([F:32])[F:21])=[O:24].